Dataset: Catalyst prediction with 721,799 reactions and 888 catalyst types from USPTO. Task: Predict which catalyst facilitates the given reaction. (1) Reactant: [N+](C1C=CC(CCN)=CC=1)([O-])=O.[NH2:13][C:14]1[CH:19]=[CH:18][C:17]([CH2:20][CH2:21][NH:22][C:23]2[CH:28]=[C:27]([C:29]3[CH:34]=[CH:33][CH:32]=[C:31]([O:35][CH3:36])[CH:30]=3)[N:26]=[C:25]([O:37][CH3:38])[N:24]=2)=[CH:16][CH:15]=1.[ClH:39]. Product: [ClH:39].[NH2:13][C:14]1[CH:19]=[CH:18][C:17]([CH2:20][CH2:21][NH:22][C:23]2[CH:28]=[C:27]([C:29]3[CH:34]=[CH:33][CH:32]=[C:31]([O:35][CH3:36])[CH:30]=3)[N:26]=[C:25]([O:37][CH3:38])[N:24]=2)=[CH:16][CH:15]=1. The catalyst class is: 863. (2) Reactant: [NH2:1][C:2]1[C:7]([O:8][CH3:9])=[CH:6][CH:5]=[CH:4][C:3]=1[CH:10]([C:12]1[C:17]([F:18])=[CH:16][CH:15]=[CH:14][C:13]=1[F:19])O.C([SiH](CC)CC)C.FC(F)(F)C(O)=O.[OH-].[Na+]. Product: [F:18][C:17]1[CH:16]=[CH:15][CH:14]=[C:13]([F:19])[C:12]=1[CH2:10][C:3]1[CH:4]=[CH:5][CH:6]=[C:7]([O:8][CH3:9])[C:2]=1[NH2:1]. The catalyst class is: 4. (3) Reactant: [N:1]1[CH:6]=[CH:5][C:4]([CH:7]([C:9]2[S:10][CH:11]=[CH:12][CH:13]=2)O)=[CH:3][CH:2]=1. Product: [S:10]1[CH:11]=[CH:12][CH:13]=[C:9]1[CH2:7][C:4]1[CH:5]=[CH:6][N:1]=[CH:2][CH:3]=1. The catalyst class is: 183. (4) Reactant: Br[C:2]1[C:7]([Cl:8])=[CH:6][C:5]([NH:9][C:10]2[N:14]=[C:13]([NH2:15])[NH:12][N:11]=2)=[CH:4][C:3]=1[Cl:16].C(=O)([O-])[O-].[Na+].[Na+].CC1(C)C(C)(C)OB([C:31]2[CH:36]=[CH:35][C:34]([CH2:37][S:38]([CH3:41])(=[O:40])=[O:39])=[CH:33][CH:32]=2)O1.O. Product: [Cl:16][C:3]1[CH:4]=[C:5]([NH:9][C:10]2[N:14]=[C:13]([NH2:15])[NH:12][N:11]=2)[CH:6]=[C:7]([Cl:8])[C:2]=1[C:31]1[CH:32]=[CH:33][C:34]([CH2:37][S:38]([CH3:41])(=[O:40])=[O:39])=[CH:35][CH:36]=1. The catalyst class is: 12. (5) Reactant: [C:1]([O:5][C:6]([NH:8][C@@H:9]([CH:19]1[CH2:24][CH2:23][CH:22]([NH:25]C(=O)OCC2C=CC=CC=2)[CH2:21][CH2:20]1)[C:10]([N:12]1[CH2:16][CH2:15][CH2:14][C@H:13]1[C:17]#[N:18])=[O:11])=[O:7])([CH3:4])([CH3:3])[CH3:2].C1CC=CCC=1. Product: [NH2:25][C@H:22]1[CH2:21][CH2:20][C@H:19]([C@H:9]([NH:8][C:6](=[O:7])[O:5][C:1]([CH3:3])([CH3:2])[CH3:4])[C:10]([N:12]2[CH2:16][CH2:15][CH2:14][C@H:13]2[C:17]#[N:18])=[O:11])[CH2:24][CH2:23]1. The catalyst class is: 29. (6) Reactant: [Br:1][C:2]1[CH:7]=[CH:6][C:5]([O:8][CH3:9])=[CH:4][C:3]=1[N+:10]([O-])=O.C(O)C.C(O)(=O)C.C(=O)([O-])[O-].[K+].[K+]. Product: [Br:1][C:2]1[CH:7]=[CH:6][C:5]([O:8][CH3:9])=[CH:4][C:3]=1[NH2:10]. The catalyst class is: 693. (7) Reactant: [Br:1][C:2]1[C:3]([CH:11]2[CH2:13][CH2:12]2)=[N:4][C:5]([OH:10])=[C:6]([CH:9]=1)[C:7]#[N:8].C(N(CC)CC)C.[F:21][C:22]([F:35])([F:34])[S:23](O[S:23]([C:22]([F:35])([F:34])[F:21])(=[O:25])=[O:24])(=[O:25])=[O:24]. Product: [F:21][C:22]([F:35])([F:34])[S:23]([O:10][C:5]1[C:6]([C:7]#[N:8])=[CH:9][C:2]([Br:1])=[C:3]([CH:11]2[CH2:12][CH2:13]2)[N:4]=1)(=[O:25])=[O:24]. The catalyst class is: 64. (8) Reactant: [CH:1]1([NH:4][C:5]([C@H:7]2[CH2:11][CH2:10][CH2:9][N:8]2[C:12]2[CH:17]=[CH:16][C:15]([NH:18][C:19]([NH2:21])=[NH:20])=[CH:14][CH:13]=2)=[O:6])[CH2:3][CH2:2]1.CN(C)/[CH:24]=[C:25](\[F:37])/[C:26]([C:28]1[N:32]([CH:33]([CH3:35])[CH3:34])[C:31]([CH3:36])=[N:30][CH:29]=1)=O. Product: [CH:1]1([NH:4][C:5]([C@H:7]2[CH2:11][CH2:10][CH2:9][N:8]2[C:12]2[CH:13]=[CH:14][C:15]([NH:18][C:19]3[N:21]=[C:26]([C:28]4[N:32]([CH:33]([CH3:34])[CH3:35])[C:31]([CH3:36])=[N:30][CH:29]=4)[C:25]([F:37])=[CH:24][N:20]=3)=[CH:16][CH:17]=2)=[O:6])[CH2:3][CH2:2]1. The catalyst class is: 141. (9) Product: [CH2:31]([N:10]1[C:11]2[CH:12]=[C:13]([C:20]([O:22][CH3:23])=[O:21])[CH:14]=[CH:15][C:16]=2[C:17]2[N:18]=[CH:19][C:7]([C:6]3[C:2]([CH3:1])=[N:3][O:4][C:5]=3[CH3:24])=[CH:8][C:9]1=2)[C:32]1[CH:37]=[CH:36][CH:35]=[CH:34][CH:33]=1. The catalyst class is: 3. Reactant: [CH3:1][C:2]1[C:6]([C:7]2[CH:19]=[N:18][C:17]3[C:16]4[CH:15]=[CH:14][C:13]([C:20]([O:22][CH3:23])=[O:21])=[CH:12][C:11]=4[NH:10][C:9]=3[CH:8]=2)=[C:5]([CH3:24])[O:4][N:3]=1.C([O-])([O-])=O.[K+].[K+].[CH2:31](Br)[C:32]1[CH:37]=[CH:36][CH:35]=[CH:34][CH:33]=1.